Dataset: Experimentally validated miRNA-target interactions with 360,000+ pairs, plus equal number of negative samples. Task: Binary Classification. Given a miRNA mature sequence and a target amino acid sequence, predict their likelihood of interaction. (1) The miRNA is hsa-miR-3668 with sequence AAUGUAGAGAUUGAUCAAAAU. The protein sequence of the target gene is MTDPMMDFFDDANLFGETLEGLSDDAFVQPGPVSLVDELNLGAEFEPLHIDSLNHVQGTPTHQKMTDFEQLNQFDSIKFHHVNQSFGSPAEHVLSPHSQFNCSPIHPQNQPNGLFPDVSDGSPMWGHQTATTISNQNGSPFHQQGHSHSMHQNKSFVAHHDFALFQANEQQTQCTSLRSQQNRNNLNPGQNSLSQSKNFMNVSGPHRVNVNHPPQMTNASNSQQSISMQQFSQTSNPSAHFHKCSSHQEGNFNGPSPNMTSCSVSNSQQFSSHYSFSSNHISPNSLLQSSAVLASNHTNQ.... Result: 1 (interaction). (2) The protein sequence of the target gene is MKGARLFVLLSSLWSGGIGLNNSKHSWTIPEDGNSQKTMPSASVPPNKIQSLQILPTTRVMSAEIATTPEARTSEDSLLKSTLPPSETSAPAEGVRNQTLTSTEKAEGVVKLQNLTLPTNASIKFNPGAESVVLSNSTLKFLQSFARKSNEQATSLNTVGGTGGIGGVGGTGGVGNRAPRETYLSRGDSSSSQRTDYQKSNFETTRGKNWCAYVHTRLSPTVILDNQVTYVPGGKGPCGWTGGSCPQRSQKISNPVYRMQHKIVTSLDWRCCPGYSGPKCQLRAQEQQSLIHTNQAESHT.... Result: 0 (no interaction). The miRNA is bta-miR-27b with sequence UUCACAGUGGCUAAGUUCUGC.